Task: Predict the reactants needed to synthesize the given product.. Dataset: Full USPTO retrosynthesis dataset with 1.9M reactions from patents (1976-2016) (1) The reactants are: Cl[C:2]1[C:11]2[C:6](=[CH:7][CH:8]=[CH:9][CH:10]=2)[CH:5]=[CH:4][N+:3]=1[O-:12].[NH2:13][C@@H:14]1[CH2:19][CH2:18][CH2:17][N:16]([C:20]([O:22][C:23]([CH3:26])([CH3:25])[CH3:24])=[O:21])[CH2:15]1.CCN(C(C)C)C(C)C.O. Given the product [O-:12][N+:3]1[CH:4]=[CH:5][C:6]2[C:11](=[CH:10][CH:9]=[CH:8][CH:7]=2)[C:2]=1[NH:13][C@@H:14]1[CH2:19][CH2:18][CH2:17][N:16]([C:20]([O:22][C:23]([CH3:26])([CH3:25])[CH3:24])=[O:21])[CH2:15]1, predict the reactants needed to synthesize it. (2) Given the product [F:1][C:2]1[CH:7]=[CH:6][C:5]([F:8])=[CH:4][C:3]=1[C:9]1[CH:18]=[CH:17][C:16]2[C:11](=[CH:12][CH:13]=[C:14]([OH:19])[CH:15]=2)[C:10]=1[C:21]([C:23]1[CH:28]=[CH:27][C:26]([O:29][CH2:30][CH2:31][N:32]2[CH2:37][CH2:36][CH2:35][CH2:34][CH2:33]2)=[CH:25][CH:24]=1)=[O:22], predict the reactants needed to synthesize it. The reactants are: [F:1][C:2]1[CH:7]=[CH:6][C:5]([F:8])=[CH:4][C:3]=1[C:9]1[CH:18]=[CH:17][C:16]2[C:11](=[CH:12][CH:13]=[C:14]([O:19]C)[CH:15]=2)[C:10]=1[C:21]([C:23]1[CH:28]=[CH:27][C:26]([O:29][CH2:30][CH2:31][N:32]2[CH2:37][CH2:36][CH2:35][CH2:34][CH2:33]2)=[CH:25][CH:24]=1)=[O:22].B(Br)(Br)Br.C(#N)C.C(=O)(O)[O-].[Na+]. (3) Given the product [CH2:7]([O:8][N:9]1[C:15](=[O:16])[N:14]2[CH2:17][C@H:10]1[CH2:11][CH2:12][C@H:13]2[C:18]([NH:21][C@@H:22]1[CH2:26][CH2:25][N:24]([C:27]([O:29][C:30]([CH3:33])([CH3:32])[CH3:31])=[O:28])[CH2:23]1)=[O:20])[C:1]1[CH:2]=[CH:3][CH:4]=[CH:5][CH:6]=1, predict the reactants needed to synthesize it. The reactants are: [C:1]1([CH2:7][O:8][N:9]2[C:15](=[O:16])[N:14]3[CH2:17][C@H:10]2[CH2:11][CH2:12][C@H:13]3[C:18]([OH:20])=O)[CH:6]=[CH:5][CH:4]=[CH:3][CH:2]=1.[NH2:21][C@@H:22]1[CH2:26][CH2:25][N:24]([C:27]([O:29][C:30]([CH3:33])([CH3:32])[CH3:31])=[O:28])[CH2:23]1.C(N(CC)CC)C.C1C=CC2N(O)N=NC=2C=1.C(Cl)CCl. (4) Given the product [OH:4][C:5]1[C:6]([C:11](=[O:13])[CH3:14])=[N:7][CH:8]=[CH:9][CH:10]=1, predict the reactants needed to synthesize it. The reactants are: C[Mg+].[Br-].[OH:4][C:5]1[C:6]([C:11]([OH:13])=O)=[N:7][CH:8]=[CH:9][CH:10]=1.[CH2:14](N(CC)CC)C.C(OC)=O.Cl. (5) Given the product [C:12]([O:18][CH2:19][N:20]1[C:10]([CH2:9][O:8][C:7]2[C:2]([CH3:1])=[N:3][CH:4]=[CH:5][CH:6]=2)=[CH:11][N:22]=[N:21]1)(=[O:17])[C:13]([CH3:16])([CH3:15])[CH3:14], predict the reactants needed to synthesize it. The reactants are: [CH3:1][C:2]1[C:7]([O:8][CH2:9][C:10]#[CH:11])=[CH:6][CH:5]=[CH:4][N:3]=1.[C:12]([O:18][CH2:19][N:20]=[N+:21]=[N-:22])(=[O:17])[C:13]([CH3:16])([CH3:15])[CH3:14].N1NN=C(COC2C=CC(N3C=NN=N3)=NC=2)C=1. (6) Given the product [CH3:42][N:34]1[C:35]2[C:40](=[CH:39][CH:38]=[CH:37][CH:36]=2)[CH:41]=[C:32]([CH2:31][N:9]([CH2:10][CH:11]([C:12]2[CH:17]=[CH:16][CH:15]=[CH:14][CH:13]=2)[CH:18]2[CH2:23][CH2:22][NH:21][CH2:20][CH2:19]2)[C:7]([CH:1]2[CH2:2][CH2:3][CH2:4][CH2:5][CH2:6]2)=[O:8])[C:33]1=[O:43], predict the reactants needed to synthesize it. The reactants are: [CH:1]1([C:7]([N:9]([CH2:31][C:32]2[C:33](=[O:43])[N:34]([CH3:42])[C:35]3[C:40]([CH:41]=2)=[CH:39][CH:38]=[CH:37][CH:36]=3)[CH2:10][CH:11]([CH:18]2[CH2:23][CH2:22][N:21](C(OC(C)(C)C)=O)[CH2:20][CH2:19]2)[C:12]2[CH:17]=[CH:16][CH:15]=[CH:14][CH:13]=2)=[O:8])[CH2:6][CH2:5][CH2:4][CH2:3][CH2:2]1.Cl.O1CCOCC1.